From a dataset of Forward reaction prediction with 1.9M reactions from USPTO patents (1976-2016). Predict the product of the given reaction. (1) Given the reactants Cl.[Cl:2][C:3]1[CH:4]=[C:5]([NH:10][NH2:11])[CH:6]=[CH:7][C:8]=1[F:9].[CH3:12][C:13]1[CH:18]=[CH:17][C:16]([C:19](=O)[CH2:20][C:21](=O)[C:22]([F:25])([F:24])[F:23])=[CH:15][CH:14]=1.[K+].[Br-], predict the reaction product. The product is: [Cl:2][C:3]1[CH:4]=[C:5]([N:10]2[C:19]([C:16]3[CH:17]=[CH:18][C:13]([CH3:12])=[CH:14][CH:15]=3)=[CH:20][C:21]([C:22]([F:23])([F:24])[F:25])=[N:11]2)[CH:6]=[CH:7][C:8]=1[F:9]. (2) Given the reactants [CH:1]1([CH2:4][N:5]2[C:13]3[C:8](=[CH:9][CH:10]=[C:11]([O:14][CH2:15][CH3:16])[CH:12]=3)[CH:7]=[C:6]2[C:17]2[CH:22]=[CH:21][C:20]([N+:23]([O-:25])=[O:24])=[CH:19][CH:18]=2)[CH2:3][CH2:2]1.[I:26]N1C(=O)CCC1=O, predict the reaction product. The product is: [CH:1]1([CH2:4][N:5]2[C:13]3[C:8](=[CH:9][CH:10]=[C:11]([O:14][CH2:15][CH3:16])[CH:12]=3)[C:7]([I:26])=[C:6]2[C:17]2[CH:18]=[CH:19][C:20]([N+:23]([O-:25])=[O:24])=[CH:21][CH:22]=2)[CH2:3][CH2:2]1. (3) Given the reactants FC(F)(F)C(O)=O.[CH2:8]([O:10][CH2:11][C:12]1[N:13]([CH2:25][C:26]([NH:29][C:30](=[O:44])[CH2:31][CH2:32][C:33]([NH:35][NH:36]C(OC(C)(C)C)=O)=[O:34])([CH3:28])[CH3:27])[C:14]2[C:23]3[CH:22]=[CH:21][CH:20]=[CH:19][C:18]=3[N:17]=[CH:16][C:15]=2[N:24]=1)[CH3:9], predict the reaction product. The product is: [CH2:8]([O:10][CH2:11][C:12]1[N:13]([CH2:25][C:26]([NH:29][C:30](=[O:44])[CH2:31][CH2:32][C:33]([NH:35][NH2:36])=[O:34])([CH3:28])[CH3:27])[C:14]2[C:23]3[CH:22]=[CH:21][CH:20]=[CH:19][C:18]=3[N:17]=[CH:16][C:15]=2[N:24]=1)[CH3:9]. (4) Given the reactants [CH3:1][C:2]1[CH:3]=[C:4]([P:9]([C:35]2[CH:40]=[C:39]([CH3:41])[CH:38]=[C:37]([CH3:42])[CH:36]=2)[C:10]2[CH:11]=[CH:12][CH:13]=[C:14]3[C:18]=2[C@@:17]2(C4C(=CC=CC=4OS(C(F)(F)F)(=O)=O)[CH2:20][CH2:19]2)[CH2:16][CH2:15]3)[CH:5]=[C:6]([CH3:8])[CH:7]=1.[CH:43]1([PH:49](=[O:56])[CH:50]2[CH2:55][CH2:54][CH2:53][CH2:52][CH2:51]2)[CH2:48][CH2:47][CH2:46][CH2:45][CH2:44]1.[C:57]1(P([C:57]2[CH:62]=[CH:61][CH:60]=[CH:59][CH:58]=2)CCCCP([C:57]2[CH:62]=[CH:61][CH:60]=[CH:59][CH:58]=2)[C:57]2[CH:62]=[CH:61][CH:60]=[CH:59][CH:58]=2)[CH:62]=[CH:61][CH:60]=[CH:59][CH:58]=1.C(N(C(C)C)C(C)C)C, predict the reaction product. The product is: [CH:43]1([P:49]([CH:57]2[CH2:62][CH2:61][CH2:60][CH2:59][CH2:58]2)([C:50]2[CH:55]=[CH:54][CH:53]=[C:52]3[C:51]=2[C@@:17]2([C:18]4[C:14](=[CH:13][CH:12]=[CH:11][C:10]=4[P:9]([C:35]4[CH:40]=[C:39]([CH3:41])[CH:38]=[C:37]([CH3:42])[CH:36]=4)[C:4]4[CH:3]=[C:2]([CH3:1])[CH:7]=[C:6]([CH3:8])[CH:5]=4)[CH2:15][CH2:16]2)[CH2:19][CH2:20]3)=[O:56])[CH2:44][CH2:45][CH2:46][CH2:47][CH2:48]1.